This data is from Full USPTO retrosynthesis dataset with 1.9M reactions from patents (1976-2016). The task is: Predict the reactants needed to synthesize the given product. (1) The reactants are: [F:1][C:2]([F:25])([F:24])[C:3]1[CH:4]=[C:5]([CH:17]=[C:18]([C:20]([F:23])([F:22])[F:21])[CH:19]=1)[CH2:6][C:7]1[CH:12]=[CH:11][C:10]([N+:13]([O-])=O)=[C:9]([CH3:16])[CH:8]=1.C([O-])(=O)C.[NH4+].CC(C)=O. Given the product [F:1][C:2]([F:24])([F:25])[C:3]1[CH:4]=[C:5]([CH:17]=[C:18]([C:20]([F:23])([F:22])[F:21])[CH:19]=1)[CH2:6][C:7]1[CH:12]=[CH:11][C:10]([NH2:13])=[C:9]([CH3:16])[CH:8]=1, predict the reactants needed to synthesize it. (2) The reactants are: [F:1][C:2]1[CH:7]=[CH:6][C:5]([C:8]2[O:9][C:10]3[CH:20]=[CH:19][C:18]([C:21]4[CH:22]=[C:23]([CH:27]=[CH:28][CH:29]=4)[C:24](O)=[O:25])=[CH:17][C:11]=3[C:12]=2[C:13](=[O:16])[NH:14][CH3:15])=[CH:4][CH:3]=1.CCN=C=NCCCN(C)C.Cl.[C:42]([S:46]([NH2:49])(=[O:48])=[O:47])([CH3:45])([CH3:44])[CH3:43].ClCCCl. Given the product [C:42]([S:46]([NH:49][C:24]([C:23]1[CH:22]=[C:21]([C:18]2[CH:19]=[CH:20][C:10]3[O:9][C:8]([C:5]4[CH:6]=[CH:7][C:2]([F:1])=[CH:3][CH:4]=4)=[C:12]([C:13]([NH:14][CH3:15])=[O:16])[C:11]=3[CH:17]=2)[CH:29]=[CH:28][CH:27]=1)=[O:25])(=[O:48])=[O:47])([CH3:45])([CH3:44])[CH3:43], predict the reactants needed to synthesize it. (3) Given the product [N:12]1[CH:13]=[CH:14][CH:15]=[C:16]([C:19]([C:16]2[C:11]([C:10]([O:9][CH3:7])=[O:17])=[N:12][CH:13]=[CH:14][CH:15]=2)=[O:20])[CH:11]=1, predict the reactants needed to synthesize it. The reactants are: N1C=CC=C([C:7]([O:9][C:10](=[O:17])[C:11]2[CH:16]=[CH:15][CH:14]=[CH:13][N:12]=2)=O)C=1.[Li].[CH3:19][OH:20]. (4) Given the product [CH3:1][C:2]1[CH:3]=[CH:4][C:5]([C:8]2[O:12][N:11]=[CH:10][C:9]=2[C:13]([N:29]2[CH2:30][CH2:31][CH:27]([S:24]([C:21]3[CH:22]=[CH:23][C:18]([CH3:17])=[CH:19][CH:20]=3)(=[O:26])=[O:25])[CH2:28]2)=[O:15])=[CH:6][CH:7]=1, predict the reactants needed to synthesize it. The reactants are: [CH3:1][C:2]1[CH:7]=[CH:6][C:5]([C:8]2[O:12][N:11]=[CH:10][C:9]=2[C:13]([OH:15])=O)=[CH:4][CH:3]=1.Cl.[CH3:17][C:18]1[CH:23]=[CH:22][C:21]([S:24]([CH:27]2[CH2:31][CH2:30][NH:29][CH2:28]2)(=[O:26])=[O:25])=[CH:20][CH:19]=1.